Dataset: Catalyst prediction with 721,799 reactions and 888 catalyst types from USPTO. Task: Predict which catalyst facilitates the given reaction. (1) Reactant: [OH-].[Na+].[NH2:3][C:4]1[CH:13]=[CH:12][C:7]([C:8]([O:10]C)=[O:9])=[CH:6][C:5]=1[Cl:14].Cl. Product: [NH2:3][C:4]1[CH:13]=[CH:12][C:7]([C:8]([OH:10])=[O:9])=[CH:6][C:5]=1[Cl:14]. The catalyst class is: 5. (2) Reactant: Cl[C:2]1[C:7]([C:8]([N:10]([C:14]2[CH:19]=[C:18]([CH3:20])[C:17]([N:21]3[C:25]4[CH:26]=[CH:27][CH:28]=[CH:29][C:24]=4[N:23]([CH2:30][C:31]([F:34])([F:33])[F:32])[C:22]3=[O:35])=[C:16]([CH3:36])[CH:15]=2)[CH2:11][CH2:12][OH:13])=[O:9])=[C:6]([Cl:37])[N:5]=[CH:4][N:3]=1.C([O-])(O)=O.[Na+]. Product: [Cl:37][C:6]1[C:7]2[C:8](=[O:9])[N:10]([C:14]3[CH:19]=[C:18]([CH3:20])[C:17]([N:21]4[C:25]5[CH:26]=[CH:27][CH:28]=[CH:29][C:24]=5[N:23]([CH2:30][C:31]([F:32])([F:33])[F:34])[C:22]4=[O:35])=[C:16]([CH3:36])[CH:15]=3)[CH2:11][CH2:12][O:13][C:2]=2[N:3]=[CH:4][N:5]=1. The catalyst class is: 23. (3) Reactant: [CH3:1][C:2]1[N:6]([CH:7]([CH3:9])[CH3:8])[C:5]([C:10]2[CH:15]=[CH:14][N:13]=[C:12]([NH:16][CH:17]3[CH2:22]CN(S(CCCN4CCCC4)(=O)=O)[CH2:19][CH2:18]3)[N:11]=2)=[CH:4][N:3]=1.N[C@H]1CCC[N:37]([C:41]([O:43][C:44]([CH3:47])([CH3:46])[CH3:45])=[O:42])[CH2:36]1. Product: [CH3:1][C:2]1[N:6]([CH:7]([CH3:8])[CH3:9])[C:5]([C:10]2[CH:15]=[CH:14][N:13]=[C:12]([NH:16][C@H:17]3[CH2:18][CH2:19][CH2:36][N:37]([C:41]([O:43][C:44]([CH3:47])([CH3:46])[CH3:45])=[O:42])[CH2:22]3)[N:11]=2)=[CH:4][N:3]=1. The catalyst class is: 44. (4) Reactant: [C:1](N1C=CN=C1)(N1C=CN=C1)=[O:2].[Br:13][C:14]1[CH:19]=[CH:18][C:17]([OH:20])=[C:16]([C:21]2[NH:22][C:23]3[C:28]([CH:29]=2)=[CH:27][CH:26]=[CH:25][CH:24]=3)[CH:15]=1. Product: [Br:13][C:14]1[CH:19]=[CH:18][C:17]2[O:20][C:1](=[O:2])[N:22]3[C:23]4[CH:24]=[CH:25][CH:26]=[CH:27][C:28]=4[CH:29]=[C:21]3[C:16]=2[CH:15]=1. The catalyst class is: 166. (5) Reactant: [OH-].[Na+].[O:3]=[C:4]1[CH2:9][N:8](C(=O)C(F)(F)F)[CH2:7][CH2:6][N:5]1[C:16]1[CH:21]=[CH:20][C:19]([S:22]([NH:25][C:26]2[S:27][CH:28]=[CH:29][N:30]=2)(=[O:24])=[O:23])=[CH:18][CH:17]=1.Cl. Product: [O:3]=[C:4]1[CH2:9][NH:8][CH2:7][CH2:6][N:5]1[C:16]1[CH:17]=[CH:18][C:19]([S:22]([NH:25][C:26]2[S:27][CH:28]=[CH:29][N:30]=2)(=[O:24])=[O:23])=[CH:20][CH:21]=1. The catalyst class is: 6. (6) The catalyst class is: 71. Reactant: C[O:2][C:3](=[O:29])[C:4]1[CH:9]=[CH:8][C:7]([C:10]2[N:11]=[C:12](Cl)[C:13]3[C:14](=[CH:16][N:17](CC4C=CC(OC)=CC=4)[N:18]=3)[N:15]=2)=[CH:6][CH:5]=1.[CH3:30][O:31][C:32]1[CH:33]=[C:34]([CH:36]=[CH:37][C:38]=1[O:39][CH3:40])[NH2:35].Cl. Product: [CH3:30][O:31][C:32]1[CH:33]=[C:34]([NH:35][C:12]2[C:13]3[NH:18][N:17]=[CH:16][C:14]=3[N:15]=[C:10]([C:7]3[CH:6]=[CH:5][C:4]([C:3]([OH:2])=[O:29])=[CH:9][CH:8]=3)[N:11]=2)[CH:36]=[CH:37][C:38]=1[O:39][CH3:40].